Dataset: Full USPTO retrosynthesis dataset with 1.9M reactions from patents (1976-2016). Task: Predict the reactants needed to synthesize the given product. (1) Given the product [Cl:1][C:2]1[CH:7]=[CH:6][C:5]([N:8]2[C:17](=[O:18])[C:16]3[C:11](=[C:12]4[C:13](=[CH:14][CH:15]=3)[NH:19][CH2:20][CH2:21][O:22]4)[N:10]=[C:9]2[CH:24]([CH3:26])[CH3:25])=[CH:4][CH:3]=1, predict the reactants needed to synthesize it. The reactants are: [Cl:1][C:2]1[CH:7]=[CH:6][C:5]([N:8]2[C:17](=[O:18])[C:16]3[C:11](=[C:12](I)[C:13]([NH:19][CH2:20][CH2:21][OH:22])=[CH:14][CH:15]=3)[N:10]=[C:9]2[CH:24]([CH3:26])[CH3:25])=[CH:4][CH:3]=1.C(=O)([O-])[O-].[Cs+].[Cs+]. (2) Given the product [N:6]1[CH:11]=[CH:10][CH:9]=[N:8][C:7]=1[C:17]([NH2:18])=[O:3], predict the reactants needed to synthesize it. The reactants are: S(O)(=O)(=[O:3])C.[N:6]1[CH:11]=[CH:10][CH:9]=[N:8][CH:7]=1.FC1C=CC([CH2:17][NH2:18])=CC=1. (3) The reactants are: [NH:1]1[C:5]([NH2:6])=[CH:4][CH:3]=[N:2]1.[CH3:7][C:8]([CH2:10][C:11]([C:13]([O:15][CH3:16])=[O:14])=O)=O. Given the product [CH3:7][C:8]1[N:1]2[N:2]=[CH:3][CH:4]=[C:5]2[N:6]=[C:11]([C:13]([O:15][CH3:16])=[O:14])[CH:10]=1, predict the reactants needed to synthesize it. (4) Given the product [C:1]1([CH2:7][CH2:8][CH2:9][CH2:10][CH2:11][CH2:12][C:13]([C:15]2[N:16]=[N:17][N:18]([C:20]3[CH:25]=[CH:24][CH:23]=[CH:22][N:21]=3)[N:19]=2)=[O:14])[CH:6]=[CH:5][CH:4]=[CH:3][CH:2]=1, predict the reactants needed to synthesize it. The reactants are: [C:1]1([CH2:7][CH2:8][CH2:9][CH2:10][CH2:11][CH2:12][CH:13]([C:15]2[N:16]=[N:17][N:18]([C:20]3[CH:25]=[CH:24][CH:23]=[CH:22][N:21]=3)[N:19]=2)[OH:14])[CH:6]=[CH:5][CH:4]=[CH:3][CH:2]=1.CC(OI1(OC(C)=O)(OC(C)=O)OC(=O)C2C=CC=CC1=2)=O. (5) The reactants are: [C:1]([C:3]1[CH:32]=[CH:31][C:6]([CH2:7][NH:8][C:9](=[O:30])[CH:10]([C:14]2[C:19]([F:20])=[CH:18][C:17]([C:21]3[CH:26]=[CH:25][CH:24]=[CH:23][C:22]=3[CH:27]=[O:28])=[CH:16][C:15]=2[F:29])[O:11][CH2:12][CH3:13])=[CH:5][CH:4]=1)#[N:2].[BH4-].[Na+]. Given the product [C:1]([C:3]1[CH:4]=[CH:5][C:6]([CH2:7][NH:8][C:9](=[O:30])[CH:10]([C:14]2[C:15]([F:29])=[CH:16][C:17]([C:21]3[CH:26]=[CH:25][CH:24]=[CH:23][C:22]=3[CH2:27][OH:28])=[CH:18][C:19]=2[F:20])[O:11][CH2:12][CH3:13])=[CH:31][CH:32]=1)#[N:2], predict the reactants needed to synthesize it. (6) Given the product [N:21]([CH2:2][C@H:3]1[CH2:7][C:6]2[CH:8]=[C:9]([F:20])[CH:10]=[C:11]([C:12]3[CH:17]=[CH:16][C:15]([Cl:18])=[CH:14][C:13]=3[CH3:19])[C:5]=2[O:4]1)=[N+:22]=[N-:23], predict the reactants needed to synthesize it. The reactants are: Br[CH2:2][CH:3]1[CH2:7][C:6]2[CH:8]=[C:9]([F:20])[CH:10]=[C:11]([C:12]3[CH:17]=[CH:16][C:15]([Cl:18])=[CH:14][C:13]=3[CH3:19])[C:5]=2[O:4]1.[N-:21]=[N+:22]=[N-:23].[Na+]. (7) Given the product [CH3:8][C:2]([S:9][CH2:10][CH2:11][C@H:12]1[CH2:16][CH2:15][O:14][CH2:13]1)([CH3:1])[C:3]([OH:5])=[O:4], predict the reactants needed to synthesize it. The reactants are: [CH3:1][C:2]([S:9][CH2:10][CH2:11][C@H:12]1[CH2:16][CH2:15][O:14][CH2:13]1)([CH3:8])[C:3]([O:5]CC)=[O:4].O.[OH-].[Li+].CO. (8) The reactants are: [NH2:1][C:2](=[O:25])[CH2:3][CH2:4][C:5]1[CH:6]=[C:7]([CH:22]=[CH:23][CH:24]=1)[CH2:8][NH:9][C:10]1[CH:15]=[CH:14][CH:13]=[CH:12][C:11]=1/[CH:16]=[CH:17]/[C:18](OC)=[O:19].[NH2:26][OH:27].[OH-].[Na+]. Given the product [NH2:1][C:2](=[O:25])[CH2:3][CH2:4][C:5]1[CH:6]=[C:7]([CH:22]=[CH:23][CH:24]=1)[CH2:8][NH:9][C:10]1[CH:15]=[CH:14][CH:13]=[CH:12][C:11]=1/[CH:16]=[CH:17]/[C:18]([NH:26][OH:27])=[O:19], predict the reactants needed to synthesize it. (9) Given the product [CH:15]1[C:27]2[CH2:26][C:25]3[C:20](=[CH:21][CH:22]=[CH:23][CH:24]=3)[C:19]=2[CH:18]=[CH:17][C:16]=1[CH2:28][NH:14][CH2:13][CH2:12][CH2:11][N:8]1[CH2:7][CH2:6][N:5]([CH2:4][CH2:3][CH2:2][NH:1][CH2:28][C:16]2[CH:17]=[CH:18][C:19]3[C:20]4[C:25](=[CH:24][CH:23]=[CH:22][CH:21]=4)[CH2:26][C:27]=3[CH:15]=2)[CH2:10][CH2:9]1, predict the reactants needed to synthesize it. The reactants are: [NH2:1][CH2:2][CH2:3][CH2:4][N:5]1[CH2:10][CH2:9][N:8]([CH2:11][CH2:12][CH2:13][NH2:14])[CH2:7][CH2:6]1.[CH:15]1[C:27]2[CH2:26][C:25]3[C:20](=[CH:21][CH:22]=[CH:23][CH:24]=3)[C:19]=2[CH:18]=[CH:17][C:16]=1[CH:28]=O.[BH4-].[Na+].O.